Dataset: Full USPTO retrosynthesis dataset with 1.9M reactions from patents (1976-2016). Task: Predict the reactants needed to synthesize the given product. (1) Given the product [Cl:13][C:7]1[CH:6]=[C:5]([N+:10]([O-:12])=[O:11])[C:3]([NH2:4])=[C:2]([F:1])[C:8]=1[F:9], predict the reactants needed to synthesize it. The reactants are: [F:1][C:2]1[C:8]([F:9])=[CH:7][CH:6]=[C:5]([N+:10]([O-:12])=[O:11])[C:3]=1[NH2:4].[Cl:13]N1C(=O)CCC1=O. (2) Given the product [C:1]([O:4][C:5]1[CH:10]=[CH:9][C:8]([CH:11]([O:16][S:17]([C:20]2[CH:25]=[CH:24][CH:23]=[CH:22][C:21]=2[NH2:26])(=[O:18])=[O:19])[C:12]([F:15])([F:13])[F:14])=[CH:7][CH:6]=1)(=[O:3])[CH3:2], predict the reactants needed to synthesize it. The reactants are: [C:1]([O:4][C:5]1[CH:10]=[CH:9][C:8]([CH:11]([O:16][S:17]([C:20]2[CH:25]=[CH:24][CH:23]=[CH:22][C:21]=2[N+:26]([O-])=O)(=[O:19])=[O:18])[C:12]([F:15])([F:14])[F:13])=[CH:7][CH:6]=1)(=[O:3])[CH3:2]. (3) Given the product [ClH:37].[ClH:37].[CH:1]1([CH2:4][NH:5][C@@H:13]2[CH2:15][C@H:14]2[C:16]2[CH:21]=[CH:20][C:19]([C:22]([NH:23][C:24]3[CH:29]=[CH:28][C:27]([C:30]4[N:35]=[CH:34][CH:33]=[CH:32][N:31]=4)=[CH:26][CH:25]=3)=[O:36])=[CH:18][CH:17]=2)[CH2:3][CH2:2]1, predict the reactants needed to synthesize it. The reactants are: [CH:1]1([CH2:4][N:5]([C@@H:13]2[CH2:15][C@H:14]2[C:16]2[CH:21]=[CH:20][C:19]([C:22](=[O:36])[NH:23][C:24]3[CH:29]=[CH:28][C:27]([C:30]4[N:35]=[CH:34][CH:33]=[CH:32][N:31]=4)=[CH:26][CH:25]=3)=[CH:18][CH:17]=2)C(=O)OC(C)(C)C)[CH2:3][CH2:2]1.[ClH:37].C(OCC)(=O)C. (4) Given the product [CH3:1][O:2][C:3]([C:5]1[C:14]2[O:13][CH:12]=[C:11]([C:22]3[CH:23]=[N:24][CH:25]=[C:17]([F:16])[C:18]=3[C@@H:19]([OH:20])[CH3:27])[O:10][C:9]=2[CH:8]=[CH:7][CH:6]=1)=[O:4], predict the reactants needed to synthesize it. The reactants are: [CH3:1][O:2][C:3]([C:5]1[C:14]2[O:13][CH:12]=[C:11](Br)[O:10][C:9]=2[CH:8]=[CH:7][CH:6]=1)=[O:4].[F:16][C:17]1[CH:25]=[N:24][CH:23]=[C:22]2[C:18]=1[C@H:19]([CH3:27])[O:20]B2O.C([O-])([O-])=O.[Na+].[Na+].